Dataset: Reaction yield outcomes from USPTO patents with 853,638 reactions. Task: Predict the reaction yield, written as a fraction of the theoretical maximum amount of product (1.0 means a 100% yield; for example, 0.34 means a 34% yield). The reactants are Br[C:2]1[CH:11]=[CH:10][C:5]([C:6]([O:8][CH3:9])=[O:7])=[CH:4][C:3]=1[CH3:12].[CH3:13][C:14]1[C:15](B(O)O)=[CH:16][S:17][CH:18]=1.C(=O)([O-])[O-].[K+].[K+]. The catalyst is C1(C)C=CC=CC=1.O.C1C=CC([P]([Pd]([P](C2C=CC=CC=2)(C2C=CC=CC=2)C2C=CC=CC=2)([P](C2C=CC=CC=2)(C2C=CC=CC=2)C2C=CC=CC=2)[P](C2C=CC=CC=2)(C2C=CC=CC=2)C2C=CC=CC=2)(C2C=CC=CC=2)C2C=CC=CC=2)=CC=1. The product is [CH3:12][C:3]1[CH:4]=[C:5]([CH:10]=[CH:11][C:2]=1[C:15]1[C:14]([CH3:13])=[CH:18][S:17][CH:16]=1)[C:6]([O:8][CH3:9])=[O:7]. The yield is 0.920.